Dataset: NCI-60 drug combinations with 297,098 pairs across 59 cell lines. Task: Regression. Given two drug SMILES strings and cell line genomic features, predict the synergy score measuring deviation from expected non-interaction effect. Drug 1: CC12CCC3C(C1CCC2=O)CC(=C)C4=CC(=O)C=CC34C. Drug 2: C1=CN(C=N1)CC(O)(P(=O)(O)O)P(=O)(O)O. Cell line: HL-60(TB). Synergy scores: CSS=5.89, Synergy_ZIP=-15.9, Synergy_Bliss=-34.9, Synergy_Loewe=-34.9, Synergy_HSA=-35.9.